From a dataset of Full USPTO retrosynthesis dataset with 1.9M reactions from patents (1976-2016). Predict the reactants needed to synthesize the given product. (1) Given the product [Cl:5][C:6]1[CH:11]=[CH:10][CH:9]=[CH:8][C:7]=1[S:12]([NH:4][O:2][CH3:3])(=[O:14])=[O:13], predict the reactants needed to synthesize it. The reactants are: Cl.[O:2]([NH2:4])[CH3:3].[Cl:5][C:6]1[CH:11]=[CH:10][CH:9]=[CH:8][C:7]=1[S:12](Cl)(=[O:14])=[O:13].O. (2) Given the product [C:1]([O:5][C:6]([N:8]1[CH:13]([C:14]2[NH:15][C:16]([C:19]3[CH:24]=[CH:23][C:22]([C:56]4[CH:55]=[CH:54][C:53]([C:50]5[NH:49][C:48]([CH:47]6[CH2:46][CH:45]7[CH:43]([CH2:44]7)[N:42]6[C:40]([O:39][C:35]([CH3:37])([CH3:36])[CH3:38])=[O:41])=[N:52][CH:51]=5)=[CH:58][CH:57]=4)=[CH:21][CH:20]=3)=[CH:17][N:18]=2)[CH:12]2[CH2:34][CH:9]1[CH2:10][CH2:11]2)=[O:7])([CH3:4])([CH3:2])[CH3:3], predict the reactants needed to synthesize it. The reactants are: [C:1]([O:5][C:6]([N:8]1[CH:13]([C:14]2[NH:15][C:16]([C:19]3[CH:24]=[CH:23][C:22](B4OC(C)(C)C(C)(C)O4)=[CH:21][CH:20]=3)=[CH:17][N:18]=2)[CH:12]2[CH2:34][CH:9]1[CH2:10][CH2:11]2)=[O:7])([CH3:4])([CH3:3])[CH3:2].[C:35]([O:39][C:40]([N:42]1[CH:47]([C:48]2[NH:49][C:50]([C:53]3[CH:58]=[CH:57][C:56](Br)=[CH:55][CH:54]=3)=[CH:51][N:52]=2)[CH2:46][CH:45]2[CH:43]1[CH2:44]2)=[O:41])([CH3:38])([CH3:37])[CH3:36].P([O-])([O-])([O-])=O.[K+].[K+].[K+]. (3) Given the product [Br:9][C:3]1[CH:4]=[CH:5][C:6]([NH2:8])=[N:7][C:2]=1[F:1], predict the reactants needed to synthesize it. The reactants are: [F:1][C:2]1[N:7]=[C:6]([NH2:8])[CH:5]=[CH:4][CH:3]=1.[Br:9]N1C(=O)CCC1=O. (4) The reactants are: [F:1][C:2]1[CH:7]=[C:6]([N:8]2[CH:13]=[CH:12][CH:11]=[CH:10][C:9]2=[O:14])[CH:5]=[CH:4][C:3]=1[NH:15][C:16]([N:18]1[CH2:22][C:21](=[O:23])[C@H:20]([CH2:24][NH:25][C:26]([C:28]2[S:29][C:30]([Cl:33])=[CH:31][CH:32]=2)=[O:27])[CH2:19]1)=[O:17].[BH4-].[Na+]. Given the product [F:1][C:2]1[CH:7]=[C:6]([N:8]2[CH:13]=[CH:12][CH:11]=[CH:10][C:9]2=[O:14])[CH:5]=[CH:4][C:3]=1[NH:15][C:16]([N:18]1[CH2:22][C@H:21]([OH:23])[C@H:20]([CH2:24][NH:25][C:26]([C:28]2[S:29][C:30]([Cl:33])=[CH:31][CH:32]=2)=[O:27])[CH2:19]1)=[O:17], predict the reactants needed to synthesize it. (5) Given the product [CH3:25][O:26][C:27]1[CH:32]=[CH:31][C:30]([N:33]2[C:5]([C:7]3[C:12](=[O:13])[CH:11]=[CH:10][N:9]([C:14]4[CH:19]=[CH:18][CH:17]=[C:16]([C:20]([F:23])([F:22])[F:21])[CH:15]=4)[N:8]=3)=[CH:4][CH:3]=[N:2]2)=[CH:29][CH:28]=1, predict the reactants needed to synthesize it. The reactants are: C[N:2](C)/[CH:3]=[CH:4]/[C:5]([C:7]1[C:12](=[O:13])[CH:11]=[CH:10][N:9]([C:14]2[CH:19]=[CH:18][CH:17]=[C:16]([C:20]([F:23])([F:22])[F:21])[CH:15]=2)[N:8]=1)=O.[CH3:25][O:26][C:27]1[CH:32]=[CH:31][C:30]([NH:33]N)=[CH:29][CH:28]=1.Cl. (6) Given the product [Cl:67][C:50]1[C:51]([C:55]([NH:57][CH2:58][CH2:59][C:60]2[CH:61]=[CH:62][C:63]([Cl:66])=[CH:64][CH:65]=2)=[O:56])=[C:52]2[C:47](=[CH:48][CH:49]=1)[N:46]=[C:45]([N:42]1[CH2:43][CH2:44][CH:39]([C:37]([OH:38])=[O:36])[CH2:40][CH2:41]1)[CH:54]=[CH:53]2, predict the reactants needed to synthesize it. The reactants are: ClC1C(NC(=O)C[C@@H](C)C2C=CC=CC=2)=C2C(=CC=1)N=C(N1CC[C@H](NCCCO)C1)C=C2.C([O:36][C:37]([CH:39]1[CH2:44][CH2:43][N:42]([C:45]2[CH:54]=[CH:53][C:52]3[C:47](=[CH:48][CH:49]=[C:50]([Cl:67])[C:51]=3[C:55]([NH:57][CH2:58][CH2:59][C:60]3[CH:65]=[CH:64][C:63]([Cl:66])=[CH:62][CH:61]=3)=[O:56])[N:46]=2)[CH2:41][CH2:40]1)=[O:38])C.Cl. (7) The reactants are: [C:1]([O:5][C:6]([N:8]1[CH2:13][CH2:12][N:11]([C:14]2[CH:19]=[CH:18][C:17]([C:20]3[CH:21]=[C:22]4[C:28](I)=[C:27]([CH:30]5[CH2:32][CH2:31]5)[N:26]([C:33]([O:35][C:36]([CH3:39])([CH3:38])[CH3:37])=[O:34])[C:23]4=[N:24][CH:25]=3)=[CH:16][CH:15]=2)[CH2:10][CH2:9]1)=[O:7])([CH3:4])([CH3:3])[CH3:2].[F:40][C:41]1[CH:42]=[C:43]([CH:61]=[CH:62][CH:63]=1)[CH2:44][N:45]1[C:49]([CH3:50])=[C:48](B2OC(C)(C)C(C)(C)O2)[C:47]([CH3:60])=[N:46]1.C(=O)([O-])[O-].[Na+].[Na+]. Given the product [C:1]([O:5][C:6]([N:8]1[CH2:13][CH2:12][N:11]([C:14]2[CH:19]=[CH:18][C:17]([C:20]3[CH:21]=[C:22]4[C:28]([C:48]5[C:47]([CH3:60])=[N:46][N:45]([CH2:44][C:43]6[CH:61]=[CH:62][CH:63]=[C:41]([F:40])[CH:42]=6)[C:49]=5[CH3:50])=[C:27]([CH:30]5[CH2:32][CH2:31]5)[N:26]([C:33]([O:35][C:36]([CH3:39])([CH3:38])[CH3:37])=[O:34])[C:23]4=[N:24][CH:25]=3)=[CH:16][CH:15]=2)[CH2:10][CH2:9]1)=[O:7])([CH3:4])([CH3:3])[CH3:2], predict the reactants needed to synthesize it.